From a dataset of Full USPTO retrosynthesis dataset with 1.9M reactions from patents (1976-2016). Predict the reactants needed to synthesize the given product. (1) Given the product [C:21]([O-:40])(=[O:39])[CH2:22][CH2:23][CH2:24][CH2:25][CH2:26][CH2:27][CH2:28][CH2:29][CH2:30][CH2:31][CH2:32][CH2:33][CH2:34][CH2:35][CH2:36][CH2:37][CH3:38].[Ca+2:42].[C:44]([O-:63])(=[O:62])[CH2:45][CH2:46][CH2:47][CH2:48][CH2:49][CH2:50][CH2:51][CH2:52][CH2:53][CH2:54][CH2:55][CH2:56][CH2:57][CH2:58][CH2:59][CH2:60][CH3:61], predict the reactants needed to synthesize it. The reactants are: CC(C(O)=O)C1C=CC(CC2C(=O)CCC2)=CC=1.[OH-].[K+].[C:21]([OH:40])(=[O:39])[CH2:22][CH2:23][CH2:24][CH2:25][CH2:26][CH2:27][CH2:28][CH2:29][CH2:30][CH2:31][CH2:32][CH2:33][CH2:34][CH2:35][CH2:36][CH2:37][CH3:38].[OH-].[Ca+2:42].[OH-].[C:44]([O:63]CC(CO)O)(=[O:62])[CH2:45][CH2:46][CH2:47][CH2:48][CH2:49][CH2:50][CH2:51][CH2:52][CH2:53][CH2:54][CH2:55][CH2:56][CH2:57][CH2:58][CH2:59][CH2:60][CH3:61]. (2) Given the product [F:20][C:21]1[CH:29]=[C:28]([F:30])[CH:27]=[CH:26][C:22]=1[C:23]([N:16]1[CH2:17][CH2:18][CH2:19][CH:14]([C:11]2[N:10]=[C:9]([C:6]3[CH:7]=[CH:8][C:3]([F:2])=[CH:4][CH:5]=3)[O:13][N:12]=2)[CH2:15]1)=[O:24], predict the reactants needed to synthesize it. The reactants are: Cl.[F:2][C:3]1[CH:8]=[CH:7][C:6]([C:9]2[O:13][N:12]=[C:11]([CH:14]3[CH2:19][CH2:18][CH2:17][NH:16][CH2:15]3)[N:10]=2)=[CH:5][CH:4]=1.[F:20][C:21]1[CH:29]=[C:28]([F:30])[CH:27]=[CH:26][C:22]=1[C:23](Cl)=[O:24]. (3) The reactants are: [CH3:1][N:2]([CH3:15])[CH2:3][CH2:4][S:5][C:6]1[CH:11]=[CH:10][C:9]([N+:12]([O-])=O)=[CH:8][CH:7]=1.[Cl-].[NH4+]. Given the product [CH3:1][N:2]([CH3:15])[CH2:3][CH2:4][S:5][C:6]1[CH:11]=[CH:10][C:9]([NH2:12])=[CH:8][CH:7]=1, predict the reactants needed to synthesize it.